This data is from Catalyst prediction with 721,799 reactions and 888 catalyst types from USPTO. The task is: Predict which catalyst facilitates the given reaction. (1) Reactant: [CH3:1][NH:2][C@H:3]([C:14]([NH:16][C@H:17]([C:22]([N:24]([C@@H:26]([CH:35]([CH3:37])[CH3:36])/[CH:27]=[C:28](\[CH3:34])/[C:29]([O:31]CC)=[O:30])[CH3:25])=[O:23])[C:18]([CH3:21])([CH3:20])[CH3:19])=[O:15])[C:4]([CH3:13])([CH3:12])[C:5]1[CH:10]=[CH:9][CH:8]=[CH:7][C:6]=1[CH3:11].[OH-].[Li+]. Product: [CH3:1][NH:2][C@H:3]([C:14]([NH:16][C@H:17]([C:22]([N:24]([C@@H:26]([CH:35]([CH3:37])[CH3:36])/[CH:27]=[C:28](/[C:29]([OH:31])=[O:30])\[CH3:34])[CH3:25])=[O:23])[C:18]([CH3:21])([CH3:20])[CH3:19])=[O:15])[C:4]([CH3:13])([CH3:12])[C:5]1[CH:10]=[CH:9][CH:8]=[CH:7][C:6]=1[CH3:11]. The catalyst class is: 72. (2) Reactant: Br[C:2]1[C:3]([CH3:8])=[N:4][O:5][C:6]=1[NH2:7].[C:9]([O:13][C:14]([N:16]1[CH2:21][CH2:20][N:19]([C:22]2[CH:27]=[CH:26][C:25](B(O)O)=[CH:24][CH:23]=2)[CH2:18][CH2:17]1)=[O:15])([CH3:12])([CH3:11])[CH3:10].C(=O)([O-])[O-].[Na+].[Na+].O. Product: [NH2:7][C:6]1[O:5][N:4]=[C:3]([CH3:8])[C:2]=1[C:25]1[CH:24]=[CH:23][C:22]([N:19]2[CH2:18][CH2:17][N:16]([C:14]([O:13][C:9]([CH3:12])([CH3:11])[CH3:10])=[O:15])[CH2:21][CH2:20]2)=[CH:27][CH:26]=1. The catalyst class is: 151. (3) Reactant: [CH2:1]([NH:3][C:4](=[O:16])[C:5]1[CH:10]=[CH:9][C:8]([N+:11]([O-])=O)=[C:7]([NH:14][CH3:15])[CH:6]=1)[CH3:2]. Product: [NH2:11][C:8]1[CH:9]=[CH:10][C:5]([C:4]([NH:3][CH2:1][CH3:2])=[O:16])=[CH:6][C:7]=1[NH:14][CH3:15]. The catalyst class is: 178. (4) Reactant: [N:1]([CH2:4][C:5]([O:7][CH2:8][CH3:9])=[O:6])=[N+]=[N-].[Br:10][C:11]1[CH:18]=[CH:17][CH:16]=[CH:15][C:12]=1[CH:13]=O.[Na].[NH4+].[Cl-]. Product: [Br:10][C:11]1[CH:18]=[CH:17][CH:16]=[C:15]2[C:12]=1[CH:13]=[C:4]([C:5]([O:7][CH2:8][CH3:9])=[O:6])[NH:1]2. The catalyst class is: 8. (5) Reactant: C(OC(=O)[NH:10][CH2:11][CH2:12][CH2:13][CH2:14][N:15](C(OCC1C=CC=CC=1)=O)[CH2:16][CH2:17][CH2:18][NH:19][C:20]([C:22]1[CH:23]=[N:24][C:25]([NH:28][NH2:29])=[CH:26][CH:27]=1)=[O:21])C1C=CC=CC=1.[H][H]. Product: [NH2:10][CH2:11][CH2:12][CH2:13][CH2:14][NH:15][CH2:16][CH2:17][CH2:18][NH:19][C:20](=[O:21])[C:22]1[CH:27]=[CH:26][C:25]([NH:28][NH2:29])=[N:24][CH:23]=1. The catalyst class is: 19.